From a dataset of Retrosynthesis with 50K atom-mapped reactions and 10 reaction types from USPTO. Predict the reactants needed to synthesize the given product. (1) Given the product CC(C)c1cc2cc(S(C)(=O)=O)cc(COS(C)(=O)=O)c2o1, predict the reactants needed to synthesize it. The reactants are: CC(C)c1cc2cc(S(C)(=O)=O)cc(CO)c2o1.CS(=O)(=O)Cl. (2) Given the product CC(=O)OCC(=O)c1cccc([N+](=O)[O-])c1, predict the reactants needed to synthesize it. The reactants are: CC(=O)[O-].CCC(C)=O.O=C(CBr)c1cccc([N+](=O)[O-])c1. (3) Given the product CC(C)(C)OC(=O)NCCc1cccc(O)c1, predict the reactants needed to synthesize it. The reactants are: CC(C)(C)OC(=O)OC(=O)OC(C)(C)C.NCCc1cccc(O)c1. (4) Given the product CCS(=O)(=O)c1ccc(Cl)cc1CNC(=O)c1cc(Cl)c(CC2CCN(C(=O)OC(C)(C)C)CC2)c(C(F)(F)F)c1, predict the reactants needed to synthesize it. The reactants are: CC(C)(C)OC(=O)N1CCC(Cc2c(Cl)cc(C(=O)O)cc2C(F)(F)F)CC1.CCS(=O)(=O)c1ccc(Cl)cc1CN. (5) Given the product C=CCOCCOC(=O)C(C)Br, predict the reactants needed to synthesize it. The reactants are: C=CCOCCO.CC(Br)C(=O)Cl. (6) Given the product Cc1ccccc1COc1cccc(-c2c(C(=O)c3ccccc3)cnc3c(C(F)(F)F)cccc23)c1, predict the reactants needed to synthesize it. The reactants are: Cc1ccccc1CBr.O=C(c1ccccc1)c1cnc2c(C(F)(F)F)cccc2c1-c1cccc(O)c1.